Dataset: Forward reaction prediction with 1.9M reactions from USPTO patents (1976-2016). Task: Predict the product of the given reaction. (1) The product is: [O:11]=[C:9]1[N:32]2[CH2:33][CH2:34][CH2:35][CH2:36][CH:37]([N:38]3[C:46](=[O:47])[C:45]4[C:40](=[CH:41][CH:42]=[CH:43][CH:44]=4)[C:39]3=[O:48])[C:31]2=[N:30][C:7]([C:4]2[CH:5]=[CH:6][N:1]=[CH:2][N:3]=2)=[CH:8]1. Given the reactants [N:1]1[CH:6]=[CH:5][C:4]([C:7](=O)[CH2:8][C:9]([O:11]CC)=O)=[N:3][CH:2]=1.N1C=CC(C(=O)CC(OCC)=O)=CC=1.Cl.[NH:30]=[C:31]1[CH:37]([N:38]2[C:46](=[O:47])[C:45]3[C:40](=[CH:41][CH:42]=[CH:43][CH:44]=3)[C:39]2=[O:48])[CH2:36][CH2:35][CH2:34][CH2:33][NH:32]1, predict the reaction product. (2) The product is: [NH2:11][C:4]1[C:3]([F:19])=[C:2]([Cl:1])[CH:7]=[CH:6][C:5]=1[CH2:8][CH2:9][OH:10]. Given the reactants [Cl:1][C:2]1[C:3]([F:19])=[C:4]([NH:11]C(=O)OC(C)(C)C)[C:5]([CH2:8][CH2:9][OH:10])=[CH:6][CH:7]=1.C(O)(C(F)(F)F)=O, predict the reaction product. (3) Given the reactants Br[C:2]1[CH:3]=[C:4]([NH:10][C:11]2[CH:23]=[C:14]3[CH2:15][N:16]([C:19](=[O:22])[CH2:20][CH3:21])[CH2:17][CH2:18][N:13]3[N:12]=2)[C:5](=[O:9])[N:6]([CH3:8])[CH:7]=1.[C:24]([O:27][CH2:28][C:29]1[C:30]([N:38]2[CH2:49][CH2:48][N:47]3[C:40](=[CH:41][C:42]4[CH2:43][C:44]([CH3:51])([CH3:50])[CH2:45][C:46]=43)[C:39]2=[O:52])=[N:31][CH:32]=[CH:33][C:34]=1B(O)O)(=[O:26])[CH3:25].[O-]P([O-])([O-])=O.[K+].[K+].[K+].C([O-])(=O)C.[Na+], predict the reaction product. The product is: [C:24]([O:27][CH2:28][C:29]1[C:30]([N:38]2[CH2:49][CH2:48][N:47]3[C:40](=[CH:41][C:42]4[CH2:43][C:44]([CH3:51])([CH3:50])[CH2:45][C:46]=43)[C:39]2=[O:52])=[N:31][CH:32]=[CH:33][C:34]=1[C:2]1[CH:3]=[C:4]([NH:10][C:11]2[CH:23]=[C:14]3[CH2:15][N:16]([C:19](=[O:22])[CH2:20][CH3:21])[CH2:17][CH2:18][N:13]3[N:12]=2)[C:5](=[O:9])[N:6]([CH3:8])[CH:7]=1)(=[O:26])[CH3:25].